Dataset: Reaction yield outcomes from USPTO patents with 853,638 reactions. Task: Predict the reaction yield, written as a fraction of the theoretical maximum amount of product (1.0 means a 100% yield; for example, 0.34 means a 34% yield). (1) The product is [ClH:36].[CH3:1][O:2][CH2:3][C@@H:4]([NH:12][C:13](=[O:35])[C@@H:14]([NH2:27])[C:15]1[CH:16]=[CH:17][C:18]([C:21]2[CH:26]=[CH:25][CH:24]=[CH:23][CH:22]=2)=[CH:19][CH:20]=1)[CH2:5][C:6]1[CH:7]=[CH:8][CH:9]=[CH:10][CH:11]=1. The yield is 0.980. The reactants are [CH3:1][O:2][CH2:3][C@@H:4]([NH:12][C:13](=[O:35])[C@@H:14]([NH:27]C(OC(C)(C)C)=O)[C:15]1[CH:20]=[CH:19][C:18]([C:21]2[CH:26]=[CH:25][CH:24]=[CH:23][CH:22]=2)=[CH:17][CH:16]=1)[CH2:5][C:6]1[CH:11]=[CH:10][CH:9]=[CH:8][CH:7]=1.[ClH:36]. The catalyst is O1CCOCC1. (2) The reactants are [F:1][C:2]([F:26])([F:25])[S:3]([C:6]1[CH:7]=[C:8]([CH:22]=[CH:23][CH:24]=1)[NH:9][C:10]([C:12]1[CH:21]=[CH:20][C:15]([C:16](OC)=[O:17])=[CH:14][CH:13]=1)=[O:11])(=[O:5])=[O:4].O.[NH2:28][NH2:29]. The catalyst is CCO. The product is [NH:28]([C:16]([C:15]1[CH:20]=[CH:21][C:12]([C:10]([NH:9][C:8]2[CH:22]=[CH:23][CH:24]=[C:6]([S:3]([C:2]([F:26])([F:25])[F:1])(=[O:5])=[O:4])[CH:7]=2)=[O:11])=[CH:13][CH:14]=1)=[O:17])[NH2:29]. The yield is 0.630. (3) The reactants are [CH3:1][CH:2]1[CH2:7][NH:6][CH2:5][CH:4]([CH3:8])[NH:3]1.[Li]CCCC.C[Si](Cl)(C)C.[N+:19]([C:22]1[CH:30]=[CH:29][C:25]([C:26](Cl)=[O:27])=[CH:24][CH:23]=1)([O-:21])=[O:20]. The catalyst is C1COCC1. The product is [N+:19]([C:22]1[CH:23]=[CH:24][C:25]([C:26]([N:3]2[CH:4]([CH3:8])[CH2:5][NH:6][CH2:7][CH:2]2[CH3:1])=[O:27])=[CH:29][CH:30]=1)([O-:21])=[O:20]. The yield is 0.900. (4) The reactants are [C@@H:1]([C@H:5]([NH:31][C:32]([C@H:34]1[CH2:39][CH2:38][CH2:37][CH2:36][N:35]1[CH3:40])=[O:33])[C:6](=[O:30])[N:7]([CH2:27][CH2:28][CH3:29])[C@@H:8]([CH:24]([CH3:26])[CH3:25])[CH2:9][C@H:10]([C:16]1[S:17][CH:18]=[C:19]([C:21](O)=[O:22])[N:20]=1)[O:11][C:12](=[O:15])[NH:13][CH3:14])([CH2:3][CH3:4])[CH3:2].F[P-](F)(F)(F)(F)F.C[N+](C)=C(N(C)C)ON1C2N=CC=CC=2N=N1.C(N(CC)C(C)C)(C)C.[NH2:74][C@@H:75]([CH2:83][C:84]1[CH:89]=[CH:88][C:87]([N+:90]([O-:92])=[O:91])=[CH:86][CH:85]=1)[CH2:76][C:77]([CH3:82])([CH3:81])[C:78]([OH:80])=[O:79]. The catalyst is CN(C=O)C. The product is [N+:90]([C:87]1[CH:86]=[CH:85][C:84]([CH2:83][C@H:75]([NH:74][C:21]([C:19]2[N:20]=[C:16]([C@@H:10]([CH2:9][C@H:8]([CH:24]([CH3:25])[CH3:26])[N:7]([CH2:27][CH2:28][CH3:29])[C:6](=[O:30])[C@H:5]([C@H:1]([CH2:3][CH3:4])[CH3:2])[NH:31][C:32]([C@H:34]3[CH2:39][CH2:38][CH2:37][CH2:36][N:35]3[CH3:40])=[O:33])[O:11][C:12](=[O:15])[NH:13][CH3:14])[S:17][CH:18]=2)=[O:22])[CH2:76][C:77]([CH3:81])([CH3:82])[C:78]([OH:80])=[O:79])=[CH:89][CH:88]=1)([O-:92])=[O:91]. The yield is 0.560. (5) The reactants are [F:1][C:2]1[C:10]2[CH2:9][CH2:8][CH2:7][CH2:6][C:5]=2[N:4]2[CH2:11][CH2:12][N:13]([C:16]3[N:23]=[CH:22][CH:21]=[C:20]([C:24]4[CH:29]=[C:28]([NH:30][C:31]5[S:32][C:33]6[CH2:34][N:35]([CH3:40])[CH2:36][CH2:37][C:38]=6[N:39]=5)[C:27](=[O:41])[N:26]([CH3:42])[CH:25]=4)[C:17]=3[CH:18]=[O:19])[C:14](=[O:15])[C:3]=12.[BH4-].[Na+]. The catalyst is CO. The product is [F:1][C:2]1[C:10]2[CH2:9][CH2:8][CH2:7][CH2:6][C:5]=2[N:4]2[CH2:11][CH2:12][N:13]([C:16]3[C:17]([CH2:18][OH:19])=[C:20]([C:24]4[CH:29]=[C:28]([NH:30][C:31]5[S:32][C:33]6[CH2:34][N:35]([CH3:40])[CH2:36][CH2:37][C:38]=6[N:39]=5)[C:27](=[O:41])[N:26]([CH3:42])[CH:25]=4)[CH:21]=[CH:22][N:23]=3)[C:14](=[O:15])[C:3]=12. The yield is 0.350. (6) The reactants are [NH2:1][C:2]1[CH:7]=[CH:6][C:5]([Cl:8])=[CH:4][C:3]=1[C:9]1[N:14]=[CH:13][N:12]=[C:11]([NH:15][CH2:16][C:17]2[CH:22]=[CH:21][CH:20]=[C:19]([C:23]([F:26])([F:25])[F:24])[CH:18]=2)[CH:10]=1.[CH2:27]([N:29]([CH2:44][CH3:45])[CH2:30][CH2:31][N:32]([CH2:34][C:35]1[CH:36]=[C:37]([CH:41]=[CH:42][CH:43]=1)[C:38](O)=[O:39])[CH3:33])[CH3:28].CN(C(ON1N=NC2C=CC=NC1=2)=[N+](C)C)C.F[P-](F)(F)(F)(F)F.C(N(CC)C(C)C)(C)C. The catalyst is CN(C)C=O. The product is [Cl:8][C:5]1[CH:6]=[CH:7][C:2]([NH:1][C:38](=[O:39])[C:37]2[CH:41]=[CH:42][CH:43]=[C:35]([CH2:34][N:32]([CH2:31][CH2:30][N:29]([CH2:44][CH3:45])[CH2:27][CH3:28])[CH3:33])[CH:36]=2)=[C:3]([C:9]2[CH:10]=[C:11]([NH:15][CH2:16][C:17]3[CH:22]=[CH:21][CH:20]=[C:19]([C:23]([F:25])([F:24])[F:26])[CH:18]=3)[N:12]=[CH:13][N:14]=2)[CH:4]=1. The yield is 0.0900. (7) The reactants are [CH3:1][C:2]1[CH:3]=[C:4]([C:9]2[N:10]=[C:11]([NH2:20])[S:12][C:13]=2[C:14]2[CH:19]=[CH:18][N:17]=[CH:16][CH:15]=2)[CH:5]=[C:6]([CH3:8])[CH:7]=1.[C:21](Cl)(=[O:28])[C:22]1[CH:27]=[CH:26][CH:25]=[CH:24][CH:23]=1.C(=O)([O-])O.[Na+]. The catalyst is CN(C)C1C=CN=CC=1.CN(C)C(=O)C. The product is [CH3:1][C:2]1[CH:3]=[C:4]([C:9]2[N:10]=[C:11]([NH:20][C:21](=[O:28])[C:22]3[CH:27]=[CH:26][CH:25]=[CH:24][CH:23]=3)[S:12][C:13]=2[C:14]2[CH:19]=[CH:18][N:17]=[CH:16][CH:15]=2)[CH:5]=[C:6]([CH3:8])[CH:7]=1. The yield is 0.260. (8) The reactants are [CH3:1][O:2][C:3](=[O:23])[C:4]1[CH:9]=[C:8]([N:10]2[CH:14]=[C:13]([Br:15])[N:12]=[CH:11]2)[C:7]([C:16]([F:19])([F:18])[F:17])=[CH:6][C:5]=1[N+:20]([O-])=O. The catalyst is CO.[Pd]. The product is [CH3:1][O:2][C:3](=[O:23])[C:4]1[CH:9]=[C:8]([N:10]2[CH:14]=[C:13]([Br:15])[N:12]=[CH:11]2)[C:7]([C:16]([F:19])([F:17])[F:18])=[CH:6][C:5]=1[NH2:20]. The yield is 0.580. (9) The reactants are [CH3:1][N:2]([CH3:28])[S:3]([C:6]1[CH:7]=[C:8]([CH:12]2[C:21]([CH3:23])([CH3:22])[CH2:20][C:19]3[C:14](=[CH:15][CH:16]=[C:17]([C:24]([O:26]C)=[O:25])[CH:18]=3)[NH:13]2)[CH:9]=[CH:10][CH:11]=1)(=[O:5])=[O:4].[OH-].[Na+]. The catalyst is CO.O1CCCC1. The product is [CH3:28][N:2]([CH3:1])[S:3]([C:6]1[CH:7]=[C:8]([CH:12]2[C:21]([CH3:23])([CH3:22])[CH2:20][C:19]3[C:14](=[CH:15][CH:16]=[C:17]([C:24]([OH:26])=[O:25])[CH:18]=3)[NH:13]2)[CH:9]=[CH:10][CH:11]=1)(=[O:5])=[O:4]. The yield is 0.200. (10) The reactants are Cl[C:2]1[N:7]=[C:6]([C:8]2[N:12]3[CH:13]=[CH:14][C:15]([F:17])=[CH:16][C:11]3=[N:10][C:9]=2[C:18]2[CH:19]=[C:20]([CH:32]=[CH:33][CH:34]=2)[C:21]([NH:23][C:24]2[C:29]([F:30])=[CH:28][CH:27]=[CH:26][C:25]=2[F:31])=[O:22])[CH:5]=[CH:4][N:3]=1.[CH3:35][O:36][C:37]1[CH:43]=[C:42]([N:44]2[CH2:49][CH2:48][CH:47]([N:50]3[CH2:55][CH2:54][N:53]([S:56]([CH3:59])(=[O:58])=[O:57])[CH2:52][CH2:51]3)[CH2:46][CH2:45]2)[CH:41]=[CH:40][C:38]=1[NH2:39].Cl.O1CCOCC1.C[O-].[Na+]. The catalyst is FC(F)(F)CO.CO.C(Cl)Cl.CCCCCC. The product is [F:31][C:25]1[CH:26]=[CH:27][CH:28]=[C:29]([F:30])[C:24]=1[NH:23][C:21](=[O:22])[C:20]1[CH:32]=[CH:33][CH:34]=[C:18]([C:9]2[N:10]=[C:11]3[CH:16]=[C:15]([F:17])[CH:14]=[CH:13][N:12]3[C:8]=2[C:6]2[CH:5]=[CH:4][N:3]=[C:2]([NH:39][C:38]3[CH:40]=[CH:41][C:42]([N:44]4[CH2:49][CH2:48][CH:47]([N:50]5[CH2:55][CH2:54][N:53]([S:56]([CH3:59])(=[O:58])=[O:57])[CH2:52][CH2:51]5)[CH2:46][CH2:45]4)=[CH:43][C:37]=3[O:36][CH3:35])[N:7]=2)[CH:19]=1. The yield is 0.700.